This data is from Forward reaction prediction with 1.9M reactions from USPTO patents (1976-2016). The task is: Predict the product of the given reaction. Given the reactants [CH3:1][C:2]([C:6]1[NH:7][C:8]2[C:13]([CH:14]=1)=[CH:12][C:11]([N+:15]([O-:17])=[O:16])=[CH:10][CH:9]=2)([CH3:5])[CH2:3][NH2:4].CCN(CC)CC.[C:25](O[C:25]([O:27][C:28]([CH3:31])([CH3:30])[CH3:29])=[O:26])([O:27][C:28]([CH3:31])([CH3:30])[CH3:29])=[O:26].O, predict the reaction product. The product is: [CH3:5][C:2]([C:6]1[NH:7][C:8]2[C:13]([CH:14]=1)=[CH:12][C:11]([N+:15]([O-:17])=[O:16])=[CH:10][CH:9]=2)([CH3:1])[CH2:3][NH:4][C:25](=[O:26])[O:27][C:28]([CH3:31])([CH3:30])[CH3:29].